From a dataset of Full USPTO retrosynthesis dataset with 1.9M reactions from patents (1976-2016). Predict the reactants needed to synthesize the given product. (1) Given the product [NH2:8][C:7]1[C:2]([Cl:1])=[C:3]([CH2:11][CH2:12][C:13]([O:15][C:16]([CH3:18])([CH3:17])[CH3:19])=[O:14])[CH:4]=[CH:5][CH:6]=1, predict the reactants needed to synthesize it. The reactants are: [Cl:1][C:2]1[C:7]([N+:8]([O-])=O)=[CH:6][CH:5]=[CH:4][C:3]=1/[CH:11]=[CH:12]/[C:13]([O:15][C:16]([CH3:19])([CH3:18])[CH3:17])=[O:14].C1CCCCC1.C(OCC)(=O)C. (2) Given the product [Cl:10][C:11]1[CH:16]=[C:15]([F:17])[CH:14]=[CH:13][C:12]=1[CH2:18][NH:19][C:20]([CH:22]1[CH2:26][O:25][C:24](=[O:27])[N:23]1[CH2:28][CH3:29])=[O:21], predict the reactants needed to synthesize it. The reactants are: Cl.COC(=O)[C@@H](CO)N.[Cl:10][C:11]1[CH:16]=[C:15]([F:17])[CH:14]=[CH:13][C:12]=1[CH2:18][NH:19][C:20]([C@H:22]1[CH2:26][O:25][C:24](=[O:27])[N:23]1[CH2:28][CH3:29])=[O:21].